This data is from Forward reaction prediction with 1.9M reactions from USPTO patents (1976-2016). The task is: Predict the product of the given reaction. (1) Given the reactants [ClH:1].[Cl-:2].[NH2:3][C:4]([CH3:17])([CH3:16])[CH2:5][CH2:6][N+:7]1([CH3:15])[CH2:12][CH2:11][C:10]([F:14])([F:13])[CH2:9][CH2:8]1.C(O[Cl:23])(C)(C)C.O, predict the reaction product. The product is: [Cl-:23].[Cl:1][N:3]([Cl:2])[C:4]([CH3:17])([CH3:16])[CH2:5][CH2:6][N+:7]1([CH3:15])[CH2:12][CH2:11][C:10]([F:14])([F:13])[CH2:9][CH2:8]1. (2) Given the reactants Cl.[CH2:2]1[C:7]2([CH2:12][CH2:11][NH:10][CH2:9][CH2:8]2)[CH2:6][CH2:5][CH2:4][N:3]1[C:13]([C:15]1[CH:23]=[C:22]2[C:18]([CH2:19][CH2:20][C@H:21]2[NH:24][C:25](=[O:33])[C:26]2[CH:31]=[CH:30][CH:29]=[CH:28][C:27]=2[Cl:32])=[CH:17][CH:16]=1)=[O:14].C(N(CC)CC)C.Cl.Cl[C:43]1[CH:48]=[CH:47][N:46]=[CH:45][CH:44]=1.C([O-])(O)=O.[Na+], predict the reaction product. The product is: [Cl:32][C:27]1[CH:28]=[CH:29][CH:30]=[CH:31][C:26]=1[C:25]([NH:24][C@H:21]1[C:22]2[C:18](=[CH:17][CH:16]=[C:15]([C:13]([N:3]3[CH2:4][CH2:5][CH2:6][C:7]4([CH2:8][CH2:9][N:10]([C:43]5[CH:48]=[CH:47][N:46]=[CH:45][CH:44]=5)[CH2:11][CH2:12]4)[CH2:2]3)=[O:14])[CH:23]=2)[CH2:19][CH2:20]1)=[O:33]. (3) The product is: [Cl:20][C:21]1[CH:22]=[C:23]([CH:27]=[CH:28][CH:29]=1)[C:24]([NH:19][C:14]1[CH:13]=[C:12]2[C:17]([CH:18]=[C:10]([C:3]3[C:4]([O:8][CH3:9])=[N:5][CH:6]=[CH:7][C:2]=3[Cl:1])[NH:11]2)=[CH:16][CH:15]=1)=[O:25]. Given the reactants [Cl:1][C:2]1[CH:7]=[CH:6][N:5]=[C:4]([O:8][CH3:9])[C:3]=1[C:10]1[NH:11][C:12]2[C:17]([CH:18]=1)=[CH:16][CH:15]=[C:14]([NH2:19])[CH:13]=2.[Cl:20][C:21]1[CH:22]=[C:23]([CH:27]=[CH:28][CH:29]=1)[C:24](O)=[O:25].CN(C(ON1N=NC2C=CC=NC1=2)=[N+](C)C)C.F[P-](F)(F)(F)(F)F.O, predict the reaction product. (4) Given the reactants [F:1][C:2]1[C:9]([CH:10]2[CH2:12][O:11]2)=[CH:8][CH:7]=[C:6]([F:13])[C:3]=1[C:4]#[N:5].[OH:14][CH2:15][C@@H:16]1[NH:21][CH2:20][CH2:19][N:18]([C:22]([O:24][C:25]([CH3:28])([CH3:27])[CH3:26])=[O:23])[CH2:17]1, predict the reaction product. The product is: [C:4]([C:3]1[C:2]([F:1])=[C:9]([CH:10]([OH:11])[CH2:12][N:21]2[CH2:20][CH2:19][N:18]([C:22]([O:24][C:25]([CH3:26])([CH3:27])[CH3:28])=[O:23])[CH2:17][C@@H:16]2[CH2:15][OH:14])[CH:8]=[CH:7][C:6]=1[F:13])#[N:5]. (5) Given the reactants [Cl:1][C:2]1[CH:7]=[C:6]([CH3:8])[CH:5]=[CH:4][C:3]=1[NH:9][C:10]([CH2:12][C@@H:13]([C:18]1[C:22]([CH:23]2[CH2:25][CH2:24]2)=[C:21]([C:26]2[CH:30]=[C:29]([C:31]([F:37])([F:36])[C:32]([CH3:35])([CH3:34])[CH3:33])[O:28][N:27]=2)[O:20][N:19]=1)[CH2:14][C:15]([OH:17])=[O:16])=[O:11].[OH-].[Na+:39], predict the reaction product. The product is: [Cl:1][C:2]1[CH:7]=[C:6]([CH3:8])[CH:5]=[CH:4][C:3]=1[NH:9][C:10]([CH2:12][C@@H:13]([C:18]1[C:22]([CH:23]2[CH2:24][CH2:25]2)=[C:21]([C:26]2[CH:30]=[C:29]([C:31]([F:36])([F:37])[C:32]([CH3:33])([CH3:34])[CH3:35])[O:28][N:27]=2)[O:20][N:19]=1)[CH2:14][C:15]([O-:17])=[O:16])=[O:11].[Na+:39].